Dataset: Forward reaction prediction with 1.9M reactions from USPTO patents (1976-2016). Task: Predict the product of the given reaction. (1) Given the reactants [I:1][C:2]1[CH:3]=[C:4]([CH:8]=[C:9]([N+:12]([O-:14])=[O:13])[C:10]=1[CH3:11])[C:5]([OH:7])=[O:6].[C:15]([O-])([O-])=O.[K+].[K+].CI, predict the reaction product. The product is: [CH3:15][O:6][C:5](=[O:7])[C:4]1[CH:8]=[C:9]([N+:12]([O-:14])=[O:13])[C:10]([CH3:11])=[C:2]([I:1])[CH:3]=1. (2) Given the reactants Cl[C:2]1[CH:3]=[CH:4][C:5]2[C:14]([N:15]=1)=[C:13]1[C:8]([CH:9]=[CH:10][C:11]([CH2:16][CH2:17][CH2:18][O:19][N:20]=[C:21]([C:23]3[CH:28]=[CH:27][CH:26]=[C:25]([CH3:29])[N:24]=3)[CH3:22])=[N:12]1)=[CH:7][CH:6]=2.[C:30](=O)([O-])[O-].[Cs+].[Cs+].CB1OB(C)OB(C)O1.O, predict the reaction product. The product is: [CH3:30][C:2]1[CH:3]=[CH:4][C:5]2[C:14]([N:15]=1)=[C:13]1[C:8]([CH:9]=[CH:10][C:11]([CH2:16][CH2:17][CH2:18][O:19][N:20]=[C:21]([C:23]3[CH:28]=[CH:27][CH:26]=[C:25]([CH3:29])[N:24]=3)[CH3:22])=[N:12]1)=[CH:7][CH:6]=2.